Dataset: Forward reaction prediction with 1.9M reactions from USPTO patents (1976-2016). Task: Predict the product of the given reaction. The product is: [Si:23]([O:22][CH2:21][CH2:20][CH2:19][C:18]1[CH:17]=[CH:16][N:15]=[CH:14][C:13]=1[C:11](=[O:12])[CH2:10][C:30]1[CH:35]=[CH:34][N:33]=[CH:32][CH:31]=1)([C:26]([CH3:29])([CH3:27])[CH3:28])([CH3:24])[CH3:25]. Given the reactants C(OC(=O)[CH:10]([C:30]1[CH:35]=[CH:34][N:33]=[CH:32][CH:31]=1)[C:11]([C:13]1[CH:14]=[N:15][CH:16]=[CH:17][C:18]=1[CH2:19][CH2:20][CH2:21][O:22][Si:23]([C:26]([CH3:29])([CH3:28])[CH3:27])([CH3:25])[CH3:24])=[O:12])C1C=CC=CC=1.C([O-])=O.[NH4+], predict the reaction product.